This data is from Peptide-MHC class I binding affinity with 185,985 pairs from IEDB/IMGT. The task is: Regression. Given a peptide amino acid sequence and an MHC pseudo amino acid sequence, predict their binding affinity value. This is MHC class I binding data. (1) The peptide sequence is LAMLVLHQV. The MHC is HLA-A26:01 with pseudo-sequence HLA-A26:01. The binding affinity (normalized) is 0.0847. (2) The peptide sequence is FPNEVGARI. The MHC is HLA-A69:01 with pseudo-sequence HLA-A69:01. The binding affinity (normalized) is 0.873. (3) The peptide sequence is ERYFRIHSL. The MHC is Patr-A0701 with pseudo-sequence Patr-A0701. The binding affinity (normalized) is 0.310. (4) The peptide sequence is GVDGGWQAL. The MHC is HLA-B46:01 with pseudo-sequence HLA-B46:01. The binding affinity (normalized) is 0.0847. (5) The peptide sequence is MIKYCLLKILK. The MHC is HLA-A24:02 with pseudo-sequence HLA-A24:02. The binding affinity (normalized) is 0.0847. (6) The peptide sequence is SMRYQSLIPR. The MHC is HLA-A11:01 with pseudo-sequence HLA-A11:01. The binding affinity (normalized) is 0.999. (7) The peptide sequence is EARKTFVDL. The MHC is HLA-B08:01 with pseudo-sequence HLA-B08:01. The binding affinity (normalized) is 0.413. (8) The peptide sequence is RIRKDFGKR. The MHC is HLA-A01:01 with pseudo-sequence HLA-A01:01. The binding affinity (normalized) is 0.0847. (9) The peptide sequence is FPYSTFPII. The MHC is HLA-A23:01 with pseudo-sequence HLA-A23:01. The binding affinity (normalized) is 0.256. (10) The peptide sequence is MQIDGGEGV. The MHC is HLA-A02:01 with pseudo-sequence HLA-A02:01. The binding affinity (normalized) is 0.898.